Dataset: Full USPTO retrosynthesis dataset with 1.9M reactions from patents (1976-2016). Task: Predict the reactants needed to synthesize the given product. Given the product [CH3:7][N:6]([CH2:8][CH:9]1[CH2:18][C:17]2[C:12](=[CH:13][C:14]([NH:19][C:20]([C:22]3[CH:23]=[CH:24][C:25]([C:28]4[CH:33]=[CH:32][CH:31]=[CH:30][CH:29]=4)=[CH:26][CH:27]=3)=[O:21])=[CH:15][CH:16]=2)[N:11]([CH:1]=[O:3])[CH2:10]1)[CH3:5], predict the reactants needed to synthesize it. The reactants are: [C:1](O)(=[O:3])C.[CH3:5][N:6]([CH2:8][CH:9]1[CH2:18][C:17]2[C:12](=[CH:13][C:14]([NH:19][C:20]([C:22]3[CH:27]=[CH:26][C:25]([C:28]4[CH:33]=[CH:32][CH:31]=[CH:30][CH:29]=4)=[CH:24][CH:23]=3)=[O:21])=[CH:15][CH:16]=2)[NH:11][CH2:10]1)[CH3:7].C(=O)([O-])[O-].[K+].[K+].